Dataset: Full USPTO retrosynthesis dataset with 1.9M reactions from patents (1976-2016). Task: Predict the reactants needed to synthesize the given product. Given the product [Cl:11][C:6]1[CH:7]=[CH:8][CH:9]=[C:10]([C:22]2[C:23]3[C:18](=[CH:17][CH:16]=[CH:15][CH:14]=3)[CH:19]=[CH:20][CH:21]=2)[C:5]=1[C:4]([NH:3][CH2:1][CH3:2])=[O:12], predict the reactants needed to synthesize it. The reactants are: [CH2:1]([NH:3][C:4](=[O:12])[C:5]1[CH:10]=[CH:9][CH:8]=[CH:7][C:6]=1[Cl:11])[CH3:2].Br[C:14]1[C:23]2[C:18](=[CH:19][CH:20]=[CH:21][CH:22]=2)[CH:17]=[CH:16][CH:15]=1.